From a dataset of Forward reaction prediction with 1.9M reactions from USPTO patents (1976-2016). Predict the product of the given reaction. (1) Given the reactants [CH3:1][CH2:2]/[CH:3]=[CH:4]\[CH2:5]/[CH:6]=[CH:7]\[CH2:8]/[CH:9]=[CH:10]\[CH2:11]/[CH:12]=[CH:13]\[CH2:14]/[CH:15]=[CH:16]\[CH2:17][CH2:18][CH2:19][CH2:20][CH2:21][C:22]([OH:24])=[O:23].CC/C=C\C/C=C\C/C=C\C/C=C\C/C=C\C/C=C\CCCCC(O)=O, predict the reaction product. The product is: [C:22]([OH:24])(=[O:23])[CH:21]=[CH:20][CH:19]=[CH:18][CH:17]=[CH:16][CH:15]=[CH:14][CH:13]=[CH:12][CH:11]=[CH:10][CH2:9][CH2:8][CH2:7][CH2:6][CH2:5][CH2:4][CH2:3][CH2:2][CH3:1]. (2) Given the reactants [CH2:1]([O:3][C:4]1[CH:13]=[CH:12][CH:11]=[CH:10][C:5]=1[CH2:6][N:7]=[C:8]=[O:9])[CH3:2].[Br:14][C:15]1[CH:16]=[CH:17][CH:18]=[C:19]2[C:28]=1[C:22]1([CH2:27][CH2:26][NH:25][CH2:24][CH2:23]1)[CH2:21][CH:20]2[CH2:29][C:30]([O:32][CH2:33][CH3:34])=[O:31], predict the reaction product. The product is: [Br:14][C:15]1[CH:16]=[CH:17][CH:18]=[C:19]2[C:28]=1[C:22]1([CH2:23][CH2:24][N:25]([C:8](=[O:9])[NH:7][CH2:6][C:5]3[CH:10]=[CH:11][CH:12]=[CH:13][C:4]=3[O:3][CH2:1][CH3:2])[CH2:26][CH2:27]1)[CH2:21][CH:20]2[CH2:29][C:30]([O:32][CH2:33][CH3:34])=[O:31]. (3) Given the reactants [C:1]([C:4]1[S:5][CH:6]=[CH:7][CH:8]=1)(=[O:3])[CH3:2].[NH2:9][C:10]1[CH:15]=[CH:14][CH:13]=[CH:12][C:11]=1[SH:16].[CH2:17]=O, predict the reaction product. The product is: [SH:16][C:11]1[CH:12]=[CH:13][CH:14]=[CH:15][C:10]=1[NH:9][CH2:17][CH2:2][C:1]([C:4]1[S:5][CH:6]=[CH:7][CH:8]=1)=[O:3]. (4) Given the reactants C1([O:7][C:8](=O)[NH:9][CH2:10][CH:11]2[CH2:16][CH2:15][C:14]([N:23]([CH3:25])[CH3:24])([C:17]3[CH:22]=[CH:21][CH:20]=[CH:19][CH:18]=3)[CH2:13][CH2:12]2)C=CC=CC=1.[F:27][C:28]1[CH:29]=[C:30]2[C:34](=[CH:35][CH:36]=1)[NH:33][CH:32]=[C:31]2[CH:37]1[CH2:42][CH2:41][NH:40][CH2:39][CH2:38]1, predict the reaction product. The product is: [CH3:24][N:23]([CH3:25])[C:14]1([C:17]2[CH:18]=[CH:19][CH:20]=[CH:21][CH:22]=2)[CH2:15][CH2:16][CH:11]([CH2:10][NH:9][C:8]([N:40]2[CH2:41][CH2:42][CH:37]([C:31]3[C:30]4[C:34](=[CH:35][CH:36]=[C:28]([F:27])[CH:29]=4)[NH:33][CH:32]=3)[CH2:38][CH2:39]2)=[O:7])[CH2:12][CH2:13]1.